This data is from Full USPTO retrosynthesis dataset with 1.9M reactions from patents (1976-2016). The task is: Predict the reactants needed to synthesize the given product. (1) The reactants are: Br[C:2]1[CH:3]=[C:4]([CH:8]2[N:12]([C:13]3[CH:18]=[CH:17][CH:16]=[CH:15][C:14]=3[Cl:19])[N:11]=[C:10]([C:20]([F:26])([F:25])[C:21]([F:24])([F:23])[F:22])[CH2:9]2)[CH:5]=[CH:6][CH:7]=1.[C:27]([N:34]1[CH2:40][CH2:39][CH2:38][NH:37][CH2:36][CH2:35]1)([O:29][C:30]([CH3:33])([CH3:32])[CH3:31])=[O:28].C1C=CC(P(C2C(C3C(P(C4C=CC=CC=4)C4C=CC=CC=4)=CC=C4C=3C=CC=C4)=C3C(C=CC=C3)=CC=2)C2C=CC=CC=2)=CC=1.CC(C)([O-])C.[Na+]. Given the product [C:27]([N:34]1[CH2:40][CH2:39][CH2:38][N:37]([C:2]2[CH:3]=[C:4]([CH:8]3[N:12]([C:13]4[CH:18]=[CH:17][CH:16]=[CH:15][C:14]=4[Cl:19])[N:11]=[C:10]([C:20]([F:26])([F:25])[C:21]([F:24])([F:23])[F:22])[CH2:9]3)[CH:5]=[CH:6][CH:7]=2)[CH2:36][CH2:35]1)([O:29][C:30]([CH3:33])([CH3:32])[CH3:31])=[O:28], predict the reactants needed to synthesize it. (2) The reactants are: [NH2:1][C:2]1[S:6][CH:5]=[N:4][C:3]=1[C:7]([O:9]CC)=O.[C:12](OC)(OC)(OC)[CH2:13][CH2:14][CH3:15].C(O)(=O)C.[CH2:26]([NH2:33])[C:27]1[CH:32]=[CH:31][CH:30]=[CH:29][CH:28]=1. Given the product [CH2:26]([N:33]1[C:7](=[O:9])[C:3]2[N:4]=[CH:5][S:6][C:2]=2[N:1]=[C:12]1[CH2:13][CH2:14][CH3:15])[C:27]1[CH:32]=[CH:31][CH:30]=[CH:29][CH:28]=1, predict the reactants needed to synthesize it. (3) Given the product [CH3:1][C:2]1[C:3]([CH2:8][N:9]([CH2:16][C:17]2[C:22]([CH3:23])=[CH:21][CH:20]=[CH:19][N:18]=2)[CH:10]2[CH2:15][CH2:14][N:13]([C:25](=[O:26])[CH3:24])[CH2:12][CH2:11]2)=[N:4][CH:5]=[CH:6][CH:7]=1, predict the reactants needed to synthesize it. The reactants are: [CH3:1][C:2]1[C:3]([CH2:8][N:9]([CH2:16][C:17]2[C:22]([CH3:23])=[CH:21][CH:20]=[CH:19][N:18]=2)[CH:10]2[CH2:15][CH2:14][NH:13][CH2:12][CH2:11]2)=[N:4][CH:5]=[CH:6][CH:7]=1.[CH3:24][C:25](OC(C)=O)=[O:26].CCN(CC)CC. (4) Given the product [NH2:48][C:45]1[CH:46]=[CH:47][C:42]([C:41]([NH:40][C:15]2[C:14]3[C:18](=[CH:19][CH:20]=[C:12]([S:9]([C:4]4[CH:5]=[C:6]([F:8])[CH:7]=[C:2]([F:1])[CH:3]=4)(=[O:10])=[O:11])[CH:13]=3)[N:17]([C:21]([C:34]3[CH:39]=[CH:38][CH:37]=[CH:36][CH:35]=3)([C:28]3[CH:29]=[CH:30][CH:31]=[CH:32][CH:33]=3)[C:22]3[CH:27]=[CH:26][CH:25]=[CH:24][CH:23]=3)[N:16]=2)=[O:64])=[C:43]([N:51]([CH:58]2[CH2:59][CH2:60][O:61][CH2:62][CH2:63]2)[C:52](=[O:57])[C:53]([F:56])([F:54])[F:55])[CH:44]=1, predict the reactants needed to synthesize it. The reactants are: [F:1][C:2]1[CH:3]=[C:4]([S:9]([C:12]2[CH:13]=[C:14]3[C:18](=[CH:19][CH:20]=2)[N:17]([C:21]([C:34]2[CH:39]=[CH:38][CH:37]=[CH:36][CH:35]=2)([C:28]2[CH:33]=[CH:32][CH:31]=[CH:30][CH:29]=2)[C:22]2[CH:27]=[CH:26][CH:25]=[CH:24][CH:23]=2)[N:16]=[C:15]3[NH:40][C:41](=[O:64])[C:42]2[CH:47]=[CH:46][C:45]([N+:48]([O-])=O)=[CH:44][C:43]=2[N:51]([CH:58]2[CH2:63][CH2:62][O:61][CH2:60][CH2:59]2)[C:52](=[O:57])[C:53]([F:56])([F:55])[F:54])(=[O:11])=[O:10])[CH:5]=[C:6]([F:8])[CH:7]=1.C1CCCCC=1. (5) Given the product [Cl:15][C:16]1[C:17]([C:18]([NH:6][C:5]2[CH:7]=[CH:8][C:2]([Cl:1])=[C:3]([C:9]3[CH:14]=[CH:13][CH:12]=[CH:11][N:10]=3)[CH:4]=2)=[O:19])=[CH:21][CH:22]=[C:23]([Cl:25])[N:24]=1, predict the reactants needed to synthesize it. The reactants are: [Cl:1][C:2]1[CH:8]=[CH:7][C:5]([NH2:6])=[CH:4][C:3]=1[C:9]1[CH:14]=[CH:13][CH:12]=[CH:11][N:10]=1.[Cl:15][C:16]1[N:24]=[C:23]([Cl:25])[CH:22]=[CH:21][C:17]=1[C:18](O)=[O:19]. (6) Given the product [CH3:3][N:2]([CH2:4][CH:5]1[C:10]([OH:19])([C:11]2[CH:16]=[C:15]([O:17][CH3:18])[CH:14]=[CH:13][CH:12]=2)[CH2:9][CH2:8][CH2:7][CH2:6]1)[CH3:1].[ClH:41], predict the reactants needed to synthesize it. The reactants are: [CH3:1][N:2]([CH2:4][CH:5]1[C:10]([OH:19])([C:11]2[CH:16]=[C:15]([O:17][CH3:18])[CH:14]=[CH:13][CH:12]=2)[CH2:9][CH2:8][CH2:7][CH2:6]1)[CH3:3].C([O-])(=O)C1C(=CC=CC=1)O.C([O-])(=O)C1C=CC=CC=1.[OH-].[Na+].[ClH:41].C(O)(C)C.CN(CC1C(O)(C2C=C(OC)C=CC=2)CCCC1)C. (7) Given the product [OH:2][C@@:3]([CH2:14][C:15]1[C:23]2[C:18](=[CH:19][CH:20]=[CH:21][CH:22]=2)[NH:17][CH:16]=1)([C:11]([OH:13])=[O:12])[CH2:4][C@@H:5]([NH2:9])[C:6]([OH:8])=[O:7].[OH:2][C@:3]([CH2:14][C:15]1[C:23]2[C:18](=[CH:19][CH:20]=[CH:21][CH:22]=2)[NH:17][CH:16]=1)([C:11]([OH:13])=[O:12])[CH2:4][C@@H:5]([NH2:9])[C:6]([OH:8])=[O:7], predict the reactants needed to synthesize it. The reactants are: [NH4+].[OH:2][C:3]([CH2:14][C:15]1[C:23]2[C:18](=[CH:19][CH:20]=[CH:21][CH:22]=2)[NH:17][CH:16]=1)([C:11]([O-:13])=[O:12])[CH2:4][C:5](=[N:9]O)[C:6]([O-:8])=[O:7].[NH4+].[H][H].